Dataset: Full USPTO retrosynthesis dataset with 1.9M reactions from patents (1976-2016). Task: Predict the reactants needed to synthesize the given product. (1) Given the product [CH2:17]([NH:16][CH2:15][CH2:14][C:8]1([C:5]2[CH:6]=[CH:7][C:2]([F:1])=[CH:3][CH:4]=2)[CH2:13][CH2:12][O:11][CH2:10][CH2:9]1)[C:18]1[CH:23]=[CH:22][CH:21]=[CH:20][CH:19]=1, predict the reactants needed to synthesize it. The reactants are: [F:1][C:2]1[CH:7]=[CH:6][C:5]([C:8]2([CH2:14][CH2:15][NH2:16])[CH2:13][CH2:12][O:11][CH2:10][CH2:9]2)=[CH:4][CH:3]=1.[CH:17](=O)[C:18]1[CH:23]=[CH:22][CH:21]=[CH:20][CH:19]=1. (2) Given the product [CH3:12][O:11][CH2:10][CH2:9][CH2:8][N:7]1[C:2]2[N:1]=[CH:18][NH:15][C:3]=2[C:4](=[O:14])[NH:5][C:6]1=[S:13], predict the reactants needed to synthesize it. The reactants are: [NH2:1][C:2]1[N:7]([CH2:8][CH2:9][CH2:10][O:11][CH3:12])[C:6](=[S:13])[NH:5][C:4](=[O:14])[C:3]=1[N:15]=O.N[C:18]1C(=O)NC(=S)N(CC2CCCCC2)C=1N.C(OCC)(OCC)OCC. (3) The reactants are: [NH2:1][C:2]1[C:11]2[C:6](=[C:7](I)[CH:8]=[CH:9][CH:10]=2)[N:5]=[N:4][C:3]=1[C:13]([NH:15][CH2:16][CH2:17][CH3:18])=[O:14].C([Sn](CCCC)(CCCC)[C:24]1[CH:29]=[N:28][CH:27]=[CH:26][N:25]=1)CCC. Given the product [NH2:1][C:2]1[C:11]2[C:6](=[C:7]([C:24]3[CH:29]=[N:28][CH:27]=[CH:26][N:25]=3)[CH:8]=[CH:9][CH:10]=2)[N:5]=[N:4][C:3]=1[C:13]([NH:15][CH2:16][CH2:17][CH3:18])=[O:14], predict the reactants needed to synthesize it. (4) The reactants are: [CH:1]([N:4]([CH3:29])[C:5]1[C:6]([C:19]2[CH:20]=[C:21]3[C:25](=[CH:26][CH:27]=2)[N:24]([CH3:28])[N:23]=[CH:22]3)=[N:7][C:8]2[C:13]([N:14]=1)=[CH:12][C:11]([C:15]([O:17]C)=[O:16])=[CH:10][CH:9]=2)([CH3:3])[CH3:2].[OH-].[Na+].O. Given the product [CH:1]([N:4]([CH3:29])[C:5]1[C:6]([C:19]2[CH:20]=[C:21]3[C:25](=[CH:26][CH:27]=2)[N:24]([CH3:28])[N:23]=[CH:22]3)=[N:7][C:8]2[C:13]([N:14]=1)=[CH:12][C:11]([C:15]([OH:17])=[O:16])=[CH:10][CH:9]=2)([CH3:3])[CH3:2], predict the reactants needed to synthesize it. (5) Given the product [Br:1][C:2]1[CH:7]=[CH:6][C:5]([NH:8][C:16](=[O:18])[CH3:17])=[C:4]([F:9])[CH:3]=1, predict the reactants needed to synthesize it. The reactants are: [Br:1][C:2]1[CH:7]=[CH:6][C:5]([NH2:8])=[C:4]([F:9])[CH:3]=1.N1C=CC=CC=1.[C:16](Cl)(=[O:18])[CH3:17]. (6) Given the product [F:27][CH:15]([F:14])[O:16][C:17]1[CH:18]=[CH:19][C:20]([S:23]([N:11]2[CH2:12][CH2:13][CH:8]([N:5]3[CH2:6][CH2:7][CH:2]([CH3:1])[CH2:3][CH2:4]3)[CH2:9][CH2:10]2)(=[O:25])=[O:24])=[CH:21][CH:22]=1, predict the reactants needed to synthesize it. The reactants are: [CH3:1][CH:2]1[CH2:7][CH2:6][N:5]([CH:8]2[CH2:13][CH2:12][NH:11][CH2:10][CH2:9]2)[CH2:4][CH2:3]1.[F:14][CH:15]([F:27])[O:16][C:17]1[CH:22]=[CH:21][C:20]([S:23](Cl)(=[O:25])=[O:24])=[CH:19][CH:18]=1.